Dataset: Catalyst prediction with 721,799 reactions and 888 catalyst types from USPTO. Task: Predict which catalyst facilitates the given reaction. Reactant: [NH2:1][C@H:2]1[CH2:11][CH2:10][C:9]2[C:8]([S:12]([NH:15][C:16]3[CH:21]=[CH:20][CH:19]=[CH:18][CH:17]=3)(=[O:14])=[O:13])=[CH:7][CH:6]=[C:5]([O:22][CH3:23])[C:4]=2[CH2:3]1.Br[CH2:25][CH2:26][CH2:27][CH2:28]Br.CCN(C(C)C)C(C)C.[I-].[K+]. Product: [CH3:23][O:22][C:5]1[C:4]2[CH2:3][C@@H:2]([N:1]3[CH2:28][CH2:27][CH2:26][CH2:25]3)[CH2:11][CH2:10][C:9]=2[C:8]([S:12]([NH:15][C:16]2[CH:17]=[CH:18][CH:19]=[CH:20][CH:21]=2)(=[O:13])=[O:14])=[CH:7][CH:6]=1. The catalyst class is: 451.